From a dataset of Reaction yield outcomes from USPTO patents with 853,638 reactions. Predict the reaction yield, written as a fraction of the theoretical maximum amount of product (1.0 means a 100% yield; for example, 0.34 means a 34% yield). (1) The reactants are O=P(Cl)(Cl)[Cl:3].[F:6][C:7]1[CH:8]=[C:9]2[C:14](=[CH:15][C:16]=1[F:17])[N:13]=[CH:12][N:11]=[C:10]2O.C(N(CC)CC)C. No catalyst specified. The product is [Cl:3][C:10]1[C:9]2[C:14](=[CH:15][C:16]([F:17])=[C:7]([F:6])[CH:8]=2)[N:13]=[CH:12][N:11]=1. The yield is 0.870. (2) The reactants are [N+:1]([C:4]1[CH:5]=[CH:6][C:7]2[O:12][CH:11]([CH2:13][C:14]([O:16][CH3:17])=[O:15])[CH2:10][NH:9][C:8]=2[CH:18]=1)([O-:3])=[O:2].C(=O)([O-])[O-].[Na+].[Na+].[CH2:25](Br)[C:26]1[CH:31]=[CH:30][CH:29]=[CH:28][CH:27]=1. The catalyst is CN(C=O)C.C(OCC)(=O)C. The product is [CH2:25]([N:9]1[C:8]2[CH:18]=[C:4]([N+:1]([O-:3])=[O:2])[CH:5]=[CH:6][C:7]=2[O:12][CH:11]([CH2:13][C:14]([O:16][CH3:17])=[O:15])[CH2:10]1)[C:26]1[CH:31]=[CH:30][CH:29]=[CH:28][CH:27]=1. The yield is 0.660. (3) The reactants are [CH2:1]([C:5]1[N:6]=[C:7]([CH3:28])[NH:8][C:9](=[O:27])[C:10]=1[CH2:11][C:12]1[CH:17]=[CH:16][C:15]([C:18]2[C:19]([C:24]#[N:25])=[CH:20][CH:21]=[CH:22][CH:23]=2)=[CH:14][C:13]=1[F:26])[CH2:2][CH2:3][CH3:4].C(=O)([O-])[O-].[Cs+].[Cs+].Br[CH2:36][C:37](=[O:42])[C:38]([CH3:41])([CH3:40])[CH3:39].CN(C)C=O. The catalyst is C(OCC)(=O)C. The product is [CH2:1]([C:5]1[N:6]=[C:7]([CH3:28])[N:8]([CH2:36][C:37](=[O:42])[C:38]([CH3:41])([CH3:40])[CH3:39])[C:9](=[O:27])[C:10]=1[CH2:11][C:12]1[CH:17]=[CH:16][C:15]([C:18]2[C:19]([C:24]#[N:25])=[CH:20][CH:21]=[CH:22][CH:23]=2)=[CH:14][C:13]=1[F:26])[CH2:2][CH2:3][CH3:4]. The yield is 0.340. (4) The reactants are [F:1][C:2]1[CH:26]=[CH:25][CH:24]=[CH:23][C:3]=1[CH2:4][N:5]1[CH2:9][CH2:8][N:7]([C@@H:10]([C:18]([CH3:21])([CH3:20])[CH3:19])[C:11]([O:13]C(C)(C)C)=[O:12])[C:6]1=[O:22].FC(F)(F)C(O)=O. The catalyst is ClCCl. The product is [F:1][C:2]1[CH:26]=[CH:25][CH:24]=[CH:23][C:3]=1[CH2:4][N:5]1[CH2:9][CH2:8][N:7]([C@@H:10]([C:18]([CH3:20])([CH3:21])[CH3:19])[C:11]([OH:13])=[O:12])[C:6]1=[O:22]. The yield is 0.730. (5) The reactants are [Br:1][C:2]1[C:3]([CH3:14])=[CH:4][C:5]([O:12][CH3:13])=[C:6]([CH:11]=1)[C:7]([O:9]C)=[O:8].[OH-].[Na+]. The catalyst is CCO.O. The product is [Br:1][C:2]1[C:3]([CH3:14])=[CH:4][C:5]([O:12][CH3:13])=[C:6]([CH:11]=1)[C:7]([OH:9])=[O:8]. The yield is 0.820. (6) The reactants are [CH3:1][N:2]([CH2:10][CH2:11][N:12]1[CH2:17][CH2:16][C:15]([C:18]2[CH:23]=[CH:22][CH:21]=[C:20]([N+:24]([O-])=O)[CH:19]=2)=[CH:14][CH2:13]1)[C:3](=[O:9])[O:4][C:5]([CH3:8])([CH3:7])[CH3:6]. The catalyst is CO.[Pd]. The product is [NH2:24][C:20]1[CH:19]=[C:18]([C:15]2[CH2:16][CH2:17][N:12]([CH2:11][CH2:10][N:2]([CH3:1])[C:3](=[O:9])[O:4][C:5]([CH3:6])([CH3:7])[CH3:8])[CH2:13][CH:14]=2)[CH:23]=[CH:22][CH:21]=1. The yield is 0.910. (7) The reactants are [Cl:1][C:2]1[C:3]([C:19]([F:22])([F:21])[F:20])=[N:4][N:5]([CH3:18])[C:6]=1[C:7]1[CH:12]=[C:11]([N+:13]([O-])=O)[CH:10]=[CH:9][C:8]=1[O:16][CH3:17].O.O.Cl[Sn]Cl. The catalyst is CCO. The product is [Cl:1][C:2]1[C:3]([C:19]([F:22])([F:20])[F:21])=[N:4][N:5]([CH3:18])[C:6]=1[C:7]1[CH:12]=[C:11]([NH2:13])[CH:10]=[CH:9][C:8]=1[O:16][CH3:17]. The yield is 0.660. (8) The reactants are [NH:1]1[C:9]2[C:4](=[CH:5][CH:6]=[CH:7][CH:8]=2)[CH2:3][C:2]1=[O:10].[CH3:11][S:12][C:13]1[S:17][C:16]([CH:18]=O)=[CH:15][CH:14]=1. The catalyst is N1CCCCC1.C(O)C. The product is [CH3:11][S:12][C:13]1[S:17][C:16]([CH:18]=[C:3]2[C:4]3[C:9](=[CH:8][CH:7]=[CH:6][CH:5]=3)[NH:1][C:2]2=[O:10])=[CH:15][CH:14]=1. The yield is 0.900. (9) The product is [F:26][C:24]([F:25])([F:27])[C:22]1[CH:23]=[C:18]([CH2:17][O:16][C@@H:10]2[CH2:11][CH2:12][C@@H:13]3[NH:8][C@@:9]2([C:32]2[CH:33]=[CH:34][CH:35]=[CH:36][CH:37]=2)[CH2:15][CH2:14]3)[CH:19]=[C:20]([C:28]([F:31])([F:29])[F:30])[CH:21]=1. The reactants are C([N:8]1[C@@H:13]2[CH2:14][CH2:15][C@@:9]1([C:32]1[CH:37]=[CH:36][CH:35]=[CH:34][CH:33]=1)[C@H:10]([O:16][CH2:17][C:18]1[CH:23]=[C:22]([C:24]([F:27])([F:26])[F:25])[CH:21]=[C:20]([C:28]([F:31])([F:30])[F:29])[CH:19]=1)[CH2:11][CH2:12]2)C1C=CC=CC=1.C(O)(=O)C. The catalyst is C(OCC)(=O)C.[OH-].[Pd+2].[OH-]. The yield is 0.800. (10) The catalyst is CN(C=O)C. The product is [C:24]1([S:30]([N:33]2[C:37]3=[N:38][CH:39]=[C:40]([C:42]4[CH:43]=[N:44][N:45]([CH3:47])[CH:46]=4)[CH:41]=[C:36]3[C:35]([B:10]3[O:11][C:12]([CH3:17])([CH3:18])[C:13]([CH3:15])([CH3:16])[O:14]3)=[CH:34]2)(=[O:32])=[O:31])[CH:25]=[CH:26][CH:27]=[CH:28][CH:29]=1. The reactants are [B:10]1([B:10]2[O:14][C:13]([CH3:16])([CH3:15])[C:12]([CH3:18])([CH3:17])[O:11]2)[O:14][C:13]([CH3:16])([CH3:15])[C:12]([CH3:18])([CH3:17])[O:11]1.C([O-])(=O)C.[K+].[C:24]1([S:30]([N:33]2[C:37]3=[N:38][CH:39]=[C:40]([C:42]4[CH:43]=[N:44][N:45]([CH3:47])[CH:46]=4)[CH:41]=[C:36]3[C:35](I)=[CH:34]2)(=[O:32])=[O:31])[CH:29]=[CH:28][CH:27]=[CH:26][CH:25]=1. The yield is 0.450.